Dataset: Reaction yield outcomes from USPTO patents with 853,638 reactions. Task: Predict the reaction yield, written as a fraction of the theoretical maximum amount of product (1.0 means a 100% yield; for example, 0.34 means a 34% yield). (1) The reactants are Br[C:2]1[CH:7]=[CH:6][C:5]([C:8]2([NH:11][CH2:12][CH2:13][CH3:14])[CH2:10][CH2:9]2)=[CH:4][CH:3]=1.[CH3:15][Si:16]([C:19]#[CH:20])([CH3:18])[CH3:17]. The catalyst is C(N(CC)CC)C.[Cu]I.Cl[Pd](Cl)([P](C1C=CC=CC=1)(C1C=CC=CC=1)C1C=CC=CC=1)[P](C1C=CC=CC=1)(C1C=CC=CC=1)C1C=CC=CC=1. The product is [CH2:12]([NH:11][C:8]1([C:5]2[CH:6]=[CH:7][C:2]([C:20]#[C:19][Si:16]([CH3:18])([CH3:17])[CH3:15])=[CH:3][CH:4]=2)[CH2:10][CH2:9]1)[CH2:13][CH3:14]. The yield is 0.750. (2) The reactants are [C:1]([C:5]1[CH:10]=[CH:9][C:8]([NH:11][C:12]([CH:14]2[O:19][C:18]3[CH:20]=[CH:21][CH:22]=[CH:23][C:17]=3[N:16]([C:24]([O:26][CH2:27][CH3:28])=[O:25])[CH2:15]2)=[O:13])=[CH:7][C:6]=1[OH:29])([CH3:4])([CH3:3])[CH3:2].[H-].[Na+].[CH3:32]I. The catalyst is C1COCC1. The product is [C:1]([C:5]1[CH:10]=[CH:9][C:8]([N:11]([CH3:32])[C:12]([CH:14]2[O:19][C:18]3[CH:20]=[CH:21][CH:22]=[CH:23][C:17]=3[N:16]([C:24]([O:26][CH2:27][CH3:28])=[O:25])[CH2:15]2)=[O:13])=[CH:7][C:6]=1[OH:29])([CH3:4])([CH3:2])[CH3:3]. The yield is 0.320.